Dataset: Catalyst prediction with 721,799 reactions and 888 catalyst types from USPTO. Task: Predict which catalyst facilitates the given reaction. (1) Reactant: [OH:1][C@H:2]1[CH2:5][C@H:4]([NH:6][C:7](=[O:13])[O:8][C:9]([CH3:12])([CH3:11])[CH3:10])[CH2:3]1.[N+:14]([C:17]1[CH:25]=[CH:24][C:20]([C:21](O)=[O:22])=[CH:19][CH:18]=1)([O-:16])=[O:15].C1(P(C2C=CC=CC=2)C2C=CC=CC=2)C=CC=CC=1.N(/C(OC(C)C)=O)=N\C(OC(C)C)=O. Product: [N+:14]([C:17]1[CH:18]=[CH:19][C:20]([C:21]([O:1][C@H:2]2[CH2:3][C@H:4]([NH:6][C:7]([O:8][C:9]([CH3:10])([CH3:12])[CH3:11])=[O:13])[CH2:5]2)=[O:22])=[CH:24][CH:25]=1)([O-:16])=[O:15]. The catalyst class is: 1. (2) Product: [C:42]([O:46][C:47]([N:49]1[CH2:54][CH2:53][CH:52]([CH2:55][O:36][C:30]2[CH:29]=[C:28]3[C:33]([C:24]([NH:23][C:22]4[CH:37]=[CH:38][C:39]([CH3:41])=[CH:40][C:21]=4[F:20])=[N:25][CH:26]=[N:27]3)=[CH:32][C:31]=2[O:34][CH3:35])[CH2:51][CH2:50]1)=[O:48])([CH3:45])([CH3:43])[CH3:44]. The catalyst class is: 2. Reactant: C1(P(C2C=CC=CC=2)C2C=CC=CC=2)C=CC=CC=1.[F:20][C:21]1[CH:40]=[C:39]([CH3:41])[CH:38]=[CH:37][C:22]=1[NH:23][C:24]1[C:33]2[C:28](=[CH:29][C:30]([OH:36])=[C:31]([O:34][CH3:35])[CH:32]=2)[N:27]=[CH:26][N:25]=1.[C:42]([O:46][C:47]([N:49]1[CH2:54][CH2:53][CH:52]([CH2:55]O)[CH2:51][CH2:50]1)=[O:48])([CH3:45])([CH3:44])[CH3:43].N(C(OCC)=O)=NC(OCC)=O. (3) Reactant: [OH:1][C@H:2]1[C@H:7]([N:8]2[CH2:12][CH2:11][O:10][C:9]2=C)[CH2:6][CH2:5][N:4](C(OC(C)(C)C)=O)[CH2:3]1.[C:21]([OH:27])([C:23]([F:26])([F:25])[F:24])=[O:22]. Product: [OH:27][C:21]([C:23]([F:26])([F:25])[F:24])=[O:22].[OH:1][C@H:2]1[C@H:7]([N:8]2[CH2:12][CH2:11][O:10][C:9]2=[O:22])[CH2:6][CH2:5][NH:4][CH2:3]1. The catalyst class is: 2. (4) Reactant: [F:1][C:2]1[CH:3]=[C:4]([CH2:9][C:10]([OH:12])=O)[CH:5]=[CH:6][C:7]=1[F:8].[C:13](Cl)(=O)[C:14](Cl)=O.[Cl-].[Al+3].[Cl-].[Cl-].Cl. Product: [F:8][C:7]1[CH:6]=[C:5]2[C:4](=[CH:3][C:2]=1[F:1])[CH2:9][C:10](=[O:12])[CH2:14][CH2:13]2. The catalyst class is: 306. (5) Reactant: [F:1][C:2]1[CH:3]=[CH:4][C:5]([C@@H:8]([NH:10][C:11]2[CH:16]=[N:15][CH:14]=[C:13]([NH:17][C:18]3[C:19]([O:24]C)=[N:20][CH:21]=[CH:22][CH:23]=3)[N:12]=2)[CH3:9])=[N:6][CH:7]=1. Product: [F:1][C:2]1[CH:3]=[CH:4][C:5]([C@@H:8]([NH:10][C:11]2[N:12]=[C:13]([NH:17][C:18]3[C:19](=[O:24])[NH:20][CH:21]=[CH:22][CH:23]=3)[CH:14]=[N:15][CH:16]=2)[CH3:9])=[N:6][CH:7]=1. The catalyst class is: 201. (6) Reactant: [CH3:1][N:2]1[CH:6]=[CH:5][CH:4]=[C:3]1[C:7]([NH:9][CH:10]1[CH2:19][CH2:18][C:17]2[CH:16]=[C:15]([C:20]([O:22]C)=O)[CH:14]=[CH:13][C:12]=2[CH2:11]1)=[O:8].Cl.[NH2:25][OH:26].[OH-].[K+].C(O)(=O)C. Product: [OH:26][NH:25][C:20]([C:15]1[CH:16]=[C:17]2[C:12](=[CH:13][CH:14]=1)[CH2:11][CH:10]([NH:9][C:7]([C:3]1[N:2]([CH3:1])[CH:6]=[CH:5][CH:4]=1)=[O:8])[CH2:19][CH2:18]2)=[O:22]. The catalyst class is: 5. (7) Reactant: [CH3:1][S-:2].[Na+].[Br:4][C:5]1[CH:10]=[CH:9][C:8]([N+:11]([O-:13])=[O:12])=[C:7](F)[CH:6]=1. Product: [Br:4][C:5]1[CH:10]=[CH:9][C:8]([N+:11]([O-:13])=[O:12])=[C:7]([S:2][CH3:1])[CH:6]=1. The catalyst class is: 145. (8) Reactant: C(Cl)Cl.[C:4]([O:8][C:9]([N:11]([CH2:34][C:35]([O:37][C:38]([CH3:41])([CH3:40])[CH3:39])=[O:36])[C:12]1[CH:17]=[CH:16][CH:15]=[C:14]([CH2:18][NH:19][CH2:20][C:21]2[CH:26]=[CH:25][C:24]([C:27]([CH3:33])([CH3:32])[CH2:28][CH2:29][CH2:30][CH3:31])=[CH:23][CH:22]=2)[N:13]=1)=[O:10])([CH3:7])([CH3:6])[CH3:5].[CH3:42][O:43][C:44]1[CH:49]=[CH:48][C:47]([S:50](Cl)(=[O:52])=[O:51])=[CH:46][CH:45]=1.C(N(CC)CC)C. Product: [C:4]([O:8][C:9]([N:11]([CH2:34][C:35]([O:37][C:38]([CH3:40])([CH3:39])[CH3:41])=[O:36])[C:12]1[CH:17]=[CH:16][CH:15]=[C:14]([CH:18]([S:50]([C:47]2[CH:46]=[CH:45][C:44]([O:43][CH3:42])=[CH:49][CH:48]=2)(=[O:52])=[O:51])[NH:19][CH2:20][C:21]2[CH:26]=[CH:25][C:24]([C:27]([CH3:33])([CH3:32])[CH2:28][CH2:29][CH2:30][CH3:31])=[CH:23][CH:22]=2)[N:13]=1)=[O:10])([CH3:7])([CH3:5])[CH3:6]. The catalyst class is: 6. (9) Reactant: [N+:1]([C:4]1[CH:5]=[CH:6][C:7]2[S:11][C:10]([C:12]([OH:14])=O)=[CH:9][C:8]=2[CH:15]=1)([O-:3])=[O:2].CN(C(ON1N=[N:31][C:26]2[CH:27]=[CH:28][CH:29]=[N:30][C:25]1=2)=[N+](C)C)C.F[P-](F)(F)(F)(F)F.[CH:40](N(CC)C(C)C)(C)[CH3:41].CN(C=O)C.[ClH:54]. Product: [ClH:54].[N:30]12[CH2:29][CH2:28][CH:27]([CH2:40][CH2:41]1)[C@@H:26]([NH:31][C:12]([C:10]1[S:11][C:7]3[CH:6]=[CH:5][C:4]([N+:1]([O-:3])=[O:2])=[CH:15][C:8]=3[CH:9]=1)=[O:14])[CH2:25]2. The catalyst class is: 27. (10) Reactant: [CH2:1]([NH2:8])[C:2]1[CH:7]=[CH:6][CH:5]=[CH:4][CH:3]=1.Br[CH2:10][CH2:11][CH:12]=[CH2:13].C(=O)([O-])[O-].[K+].[K+]. Product: [CH2:1]([N:8]([CH2:4][CH2:3][CH:2]=[CH2:1])[CH2:10][CH2:11][CH:12]=[CH2:13])[C:2]1[CH:7]=[CH:6][CH:5]=[CH:4][CH:3]=1. The catalyst class is: 39.